Dataset: Cav3 T-type calcium channel HTS with 100,875 compounds. Task: Binary Classification. Given a drug SMILES string, predict its activity (active/inactive) in a high-throughput screening assay against a specified biological target. (1) The drug is Brc1c(N2CCOCC2)nc(N2CCCCC2)nc1. The result is 0 (inactive). (2) The drug is S(=O)(=O)(NCc1nc2scc(n2c1)C)c1cccnc1. The result is 0 (inactive). (3) The compound is O(C1C(CCC(C1)C)C(C)C)CC(O)CN1CCN(CC1)C(OCC)=O. The result is 0 (inactive). (4) The compound is S(=O)(=O)(N1CCOCC1)c1ccc(C(=O)Nc2sc3c(CCN(C3)C)c2C(OCC)=O)cc1. The result is 0 (inactive).